This data is from Peptide-MHC class I binding affinity with 185,985 pairs from IEDB/IMGT. The task is: Regression. Given a peptide amino acid sequence and an MHC pseudo amino acid sequence, predict their binding affinity value. This is MHC class I binding data. (1) The peptide sequence is LLAKREVPTV. The MHC is HLA-A68:02 with pseudo-sequence HLA-A68:02. The binding affinity (normalized) is 0.151. (2) The peptide sequence is MEDGTIVFSL. The MHC is HLA-B40:01 with pseudo-sequence HLA-B40:01. The binding affinity (normalized) is 0.294. (3) The peptide sequence is KGFTDADNTW. The binding affinity (normalized) is 0.633. The MHC is Mamu-B3901 with pseudo-sequence Mamu-B3901. (4) The peptide sequence is LLLEWLAEV. The MHC is HLA-A02:01 with pseudo-sequence HLA-A02:01. The binding affinity (normalized) is 1.00. (5) The peptide sequence is AYAQQTRGL. The MHC is Patr-A0701 with pseudo-sequence Patr-A0701. The binding affinity (normalized) is 0.351. (6) The peptide sequence is SCMGLIYNR. The MHC is HLA-A11:01 with pseudo-sequence HLA-A11:01. The binding affinity (normalized) is 0.137. (7) The peptide sequence is RDITAFEGL. The MHC is HLA-B08:02 with pseudo-sequence HLA-B08:02. The binding affinity (normalized) is 0.0847.